From a dataset of Reaction yield outcomes from USPTO patents with 853,638 reactions. Predict the reaction yield, written as a fraction of the theoretical maximum amount of product (1.0 means a 100% yield; for example, 0.34 means a 34% yield). The reactants are Br[C:2]1[C:3]([NH:9][C:10]2[C:11](=[O:26])[N:12]([CH2:17][C:18]3[CH:23]=[CH:22][C:21]([O:24][CH3:25])=[CH:20][CH:19]=3)[CH:13]=[C:14]([Cl:16])[N:15]=2)=[N:4][CH:5]=[C:6]([CH3:8])[CH:7]=1.C(N(CC)CC)C.[CH3:34][Si:35]([C:38]#[CH:39])([CH3:37])[CH3:36]. The product is [Cl:16][C:14]1[N:15]=[C:10]([NH:9][C:3]2[C:2]([C:39]#[C:38][Si:35]([CH3:37])([CH3:36])[CH3:34])=[CH:7][C:6]([CH3:8])=[CH:5][N:4]=2)[C:11](=[O:26])[N:12]([CH2:17][C:18]2[CH:23]=[CH:22][C:21]([O:24][CH3:25])=[CH:20][CH:19]=2)[CH:13]=1. The yield is 0.810. The catalyst is C1COCC1.[Cu](I)I.[Cu]I.C1(P(C2C=CC=CC=2)C2C=CC=CC=2)C=CC=CC=1.